Task: Predict which catalyst facilitates the given reaction.. Dataset: Catalyst prediction with 721,799 reactions and 888 catalyst types from USPTO (1) Product: [CH2:1]([O:3][C:4]([C:6]12[CH2:24][CH:23]1[CH:22]=[CH:21][CH2:20][CH2:19][CH2:18][CH2:17][CH2:16][N:15]([CH2:25][C:26]1[CH:31]=[CH:30][C:29]([O:32][CH3:33])=[CH:28][CH:27]=1)[C:14](=[O:34])[N:13]1[CH:9]([CH2:10][CH:11]([O:35][CH2:49][O:48][CH2:46][CH3:47])[CH2:12]1)[C:8](=[O:36])[NH:7]2)=[O:5])[CH3:2]. The catalyst class is: 4. Reactant: [CH2:1]([O:3][C:4]([C:6]12[CH2:24][CH:23]1[CH:22]=[CH:21][CH2:20][CH2:19][CH2:18][CH2:17][CH2:16][N:15]([CH2:25][C:26]1[CH:31]=[CH:30][C:29]([O:32][CH3:33])=[CH:28][CH:27]=1)[C:14](=[O:34])[N:13]1[CH:9]([CH2:10][CH:11]([OH:35])[CH2:12]1)[C:8](=[O:36])[NH:7]2)=[O:5])[CH3:2].C(N(C(C)C)C(C)C)C.[CH2:46]([O:48][CH2:49]Cl)[CH3:47]. (2) Reactant: [OH:1][C:2]1[CH:12]=[CH:11][C:5]2[C:6](=[O:10])[CH:7]=[CH:8][O:9][C:4]=2[CH:3]=1.C(N(CC)CC)C.C1(N([S:27]([C:30]([F:33])([F:32])[F:31])(=[O:29])=[O:28])[S:27]([C:30]([F:33])([F:32])[F:31])(=[O:29])=[O:28])C=CC=CC=1. Product: [F:31][C:30]([F:33])([F:32])[S:27]([O:1][C:2]1[CH:12]=[CH:11][C:5]2[C:6](=[O:10])[CH:7]=[CH:8][O:9][C:4]=2[CH:3]=1)(=[O:29])=[O:28]. The catalyst class is: 10. (3) Reactant: [CH3:1]/[C:2](/[CH:15]=[CH:16]/[CH:17]=[C:18](\[CH3:30])/[CH:19]=[CH:20]/[C:21]1[C:26]([CH3:28])([CH3:27])[CH2:25][CH2:24][CH2:23][C:22]=1[CH3:29])=[CH:3]\[C:4]([N-:6][C:7]1[CH:12]=[CH:11][C:10]([OH:13])=[CH:9][C:8]=1[OH:14])=[O:5].CN1CCOCC1.[C:38](Cl)(=[O:42])[CH2:39][CH2:40][CH3:41].C([O-])([O-])=O.[K+].[K+]. Product: [C:38]([O:14][C:8]1[CH:9]=[C:10]([OH:13])[CH:11]=[CH:12][C:7]=1[NH:6][C:4](=[O:5])/[CH:3]=[C:2](\[CH3:1])/[CH:15]=[CH:16]/[CH:17]=[C:18](\[CH3:30])/[CH:19]=[CH:20]/[C:21]1[C:26]([CH3:28])([CH3:27])[CH2:25][CH2:24][CH2:23][C:22]=1[CH3:29])(=[O:42])[CH2:39][CH2:40][CH3:41]. The catalyst class is: 61. (4) The catalyst class is: 27. Reactant: [Mg].Br[CH2:3][C:4]1[CH:9]=[CH:8][C:7]([CH3:10])=[C:6]([CH3:11])[CH:5]=1.[CH3:12][C:13]1[CH2:18][CH2:17][CH2:16][C:15]([CH3:20])([CH3:19])[C:14]=1[CH:21]=[O:22]. Product: [CH3:11][C:6]1[CH:5]=[C:4]([CH2:3][CH:21]([C:14]2[C:15]([CH3:20])([CH3:19])[CH2:16][CH2:17][CH2:18][C:13]=2[CH3:12])[OH:22])[CH:9]=[CH:8][C:7]=1[CH3:10]. (5) Reactant: Br[CH2:2][C:3](=O)[C:4]([CH3:25])([CH3:24])[CH2:5][O:6][Si:7]([C:20]([CH3:23])([CH3:22])[CH3:21])([C:14]1[CH:19]=[CH:18][CH:17]=[CH:16][CH:15]=1)[C:8]1[CH:13]=[CH:12][CH:11]=[CH:10][CH:9]=1.[NH2:27][C:28]([NH2:30])=[S:29].O. Product: [C:20]([Si:7]([C:14]1[CH:19]=[CH:18][CH:17]=[CH:16][CH:15]=1)([C:8]1[CH:13]=[CH:12][CH:11]=[CH:10][CH:9]=1)[O:6][CH2:5][C:4]([C:3]1[N:27]=[C:28]([NH2:30])[S:29][CH:2]=1)([CH3:25])[CH3:24])([CH3:23])([CH3:22])[CH3:21]. The catalyst class is: 10. (6) Reactant: [NH2:1][C@H:2]([CH2:24][CH3:25])[C:3]([NH:5][C:6]1[CH:7]=[N:8][C:9]([O:12][C:13]2[C:18]3[C:19]([CH2:22][CH3:23])=[N:20][O:21][C:17]=3[CH:16]=[CH:15][CH:14]=2)=[CH:10][CH:11]=1)=[O:4].Cl[C:27](Cl)([O:29]C(=O)OC(Cl)(Cl)Cl)Cl. Product: [CH2:24]([C@H:2]1[NH:1][C:27](=[O:29])[N:5]([C:6]2[CH:7]=[N:8][C:9]([O:12][C:13]3[C:18]4[C:19]([CH2:22][CH3:23])=[N:20][O:21][C:17]=4[CH:16]=[CH:15][CH:14]=3)=[CH:10][CH:11]=2)[C:3]1=[O:4])[CH3:25]. The catalyst class is: 4. (7) Reactant: Cl.[CH3:2][O:3][C:4]([C:6]1[N:7]([CH2:24][CH:25]2[CH2:30][CH2:29][NH:28][CH2:27][CH2:26]2)[C:8](=[O:23])[C:9]2[C:14]([C:15]=1[C:16]1[CH:21]=[CH:20][CH:19]=[CH:18][CH:17]=1)=[CH:13][C:12]([Br:22])=[CH:11][CH:10]=2)=[O:5].C(N(CC)CC)C.[C:38]1(=[O:44])[O:43][C:41](=[O:42])[CH2:40][CH2:39]1. Product: [CH3:2][O:3][C:4]([C:6]1[N:7]([CH2:24][CH:25]2[CH2:30][CH2:29][N:28]([C:38](=[O:44])[CH2:39][CH2:40][C:41]([OH:43])=[O:42])[CH2:27][CH2:26]2)[C:8](=[O:23])[C:9]2[C:14]([C:15]=1[C:16]1[CH:21]=[CH:20][CH:19]=[CH:18][CH:17]=1)=[CH:13][C:12]([Br:22])=[CH:11][CH:10]=2)=[O:5]. The catalyst class is: 7.